This data is from NCI-60 drug combinations with 297,098 pairs across 59 cell lines. The task is: Regression. Given two drug SMILES strings and cell line genomic features, predict the synergy score measuring deviation from expected non-interaction effect. (1) Drug 1: CCCCCOC(=O)NC1=NC(=O)N(C=C1F)C2C(C(C(O2)C)O)O. Cell line: IGROV1. Drug 2: C1CNP(=O)(OC1)N(CCCl)CCCl. Synergy scores: CSS=-5.72, Synergy_ZIP=3.21, Synergy_Bliss=0.928, Synergy_Loewe=-4.30, Synergy_HSA=-4.30. (2) Drug 1: CCC(=C(C1=CC=CC=C1)C2=CC=C(C=C2)OCCN(C)C)C3=CC=CC=C3.C(C(=O)O)C(CC(=O)O)(C(=O)O)O. Drug 2: C1CN1C2=NC(=NC(=N2)N3CC3)N4CC4. Cell line: SF-539. Synergy scores: CSS=49.6, Synergy_ZIP=1.13, Synergy_Bliss=-6.72, Synergy_Loewe=-29.7, Synergy_HSA=-5.77. (3) Drug 1: COC1=C2C(=CC3=C1OC=C3)C=CC(=O)O2. Drug 2: CC1C(C(CC(O1)OC2CC(CC3=C2C(=C4C(=C3O)C(=O)C5=CC=CC=C5C4=O)O)(C(=O)C)O)N)O. Cell line: CAKI-1. Synergy scores: CSS=35.0, Synergy_ZIP=-1.57, Synergy_Bliss=-2.36, Synergy_Loewe=-9.38, Synergy_HSA=-0.329. (4) Drug 1: C1=C(C(=O)NC(=O)N1)N(CCCl)CCCl. Drug 2: CNC(=O)C1=NC=CC(=C1)OC2=CC=C(C=C2)NC(=O)NC3=CC(=C(C=C3)Cl)C(F)(F)F. Cell line: UACC62. Synergy scores: CSS=54.3, Synergy_ZIP=1.08, Synergy_Bliss=2.25, Synergy_Loewe=2.91, Synergy_HSA=5.24. (5) Drug 1: CCCS(=O)(=O)NC1=C(C(=C(C=C1)F)C(=O)C2=CNC3=C2C=C(C=N3)C4=CC=C(C=C4)Cl)F. Drug 2: C1C(C(OC1N2C=NC3=C(N=C(N=C32)Cl)N)CO)O. Cell line: SW-620. Synergy scores: CSS=1.98, Synergy_ZIP=2.78, Synergy_Bliss=1.43, Synergy_Loewe=-31.1, Synergy_HSA=-15.7. (6) Drug 1: C1=CC(=C2C(=C1NCCNCCO)C(=O)C3=C(C=CC(=C3C2=O)O)O)NCCNCCO. Drug 2: CCCS(=O)(=O)NC1=C(C(=C(C=C1)F)C(=O)C2=CNC3=C2C=C(C=N3)C4=CC=C(C=C4)Cl)F. Cell line: HT29. Synergy scores: CSS=52.0, Synergy_ZIP=0.478, Synergy_Bliss=-0.292, Synergy_Loewe=3.68, Synergy_HSA=4.57.